Dataset: Full USPTO retrosynthesis dataset with 1.9M reactions from patents (1976-2016). Task: Predict the reactants needed to synthesize the given product. (1) Given the product [Br:5][C:6]1[CH:7]=[C:8]2[C:11](=[CH:12][C:13]=1[O:14][CH3:15])[NH:16][C:19]([C:20]([O:22][CH2:23][CH3:24])=[O:21])=[CH:9]2, predict the reactants needed to synthesize it. The reactants are: CC[O-].[Na+].[Br:5][C:6]1[CH:7]=[C:8]([CH:11]=[CH:12][C:13]=1[O:14][CH3:15])[CH:9]=O.[N:16]([CH2:19][C:20]([O:22][CH2:23][CH3:24])=[O:21])=[N+]=[N-]. (2) The reactants are: [Cl:1][C:2]1[CH:3]=[C:4]([CH:11]([NH:14][C:15]([CH3:18])([CH3:17])[CH3:16])[CH2:12][OH:13])[CH:5]=[C:6]([C:9]#[N:10])[C:7]=1[NH2:8].[C:19]([C@@:27]([C:42]([OH:44])=[O:43])([OH:41])[C@@:28]([C:33](=[O:40])[C:34]1[CH:39]=[CH:38][CH:37]=[CH:36][CH:35]=1)([OH:32])[C:29]([OH:31])=[O:30])(=[O:26])[C:20]1[CH:25]=[CH:24][CH:23]=[CH:22][CH:21]=1.C(OCC)C. Given the product [C:33]([C@@:28]([C:29]([OH:31])=[O:30])([OH:32])[C@@:27]([C:19](=[O:26])[C:20]1[CH:25]=[CH:24][CH:23]=[CH:22][CH:21]=1)([OH:41])[C:42]([OH:44])=[O:43])(=[O:40])[C:34]1[CH:39]=[CH:38][CH:37]=[CH:36][CH:35]=1.[Cl:1][C:2]1[CH:3]=[C:4]([CH:11]([NH:14][C:15]([CH3:18])([CH3:17])[CH3:16])[CH2:12][OH:13])[CH:5]=[C:6]([C:9]#[N:10])[C:7]=1[NH2:8], predict the reactants needed to synthesize it.